This data is from Forward reaction prediction with 1.9M reactions from USPTO patents (1976-2016). The task is: Predict the product of the given reaction. (1) Given the reactants C(OC([N:8]1[CH2:11][CH:10]([N:12]([C:14]([C:17](=[O:19])[NH2:18])([CH3:16])[CH3:15])[CH3:13])[CH2:9]1)=O)(C)(C)C.C(O)(C(F)(F)F)=O, predict the reaction product. The product is: [NH:8]1[CH2:11][CH:10]([N:12]([CH3:13])[C:14]([CH3:15])([CH3:16])[C:17]([NH2:18])=[O:19])[CH2:9]1. (2) Given the reactants Cl.[CH3:2][N:3]1[CH:7]=[C:6]([NH2:8])[N:5]=[C:4]1[CH3:9].Br[C:11]1[C:12](=[O:19])[N:13]([CH3:18])[CH:14]=[C:15]([Br:17])[CH:16]=1.CC1(C)C2C(=C(P(C3C=CC=CC=3)C3C=CC=CC=3)C=CC=2)OC2C(P(C3C=CC=CC=3)C3C=CC=CC=3)=CC=CC1=2.C([O-])([O-])=O.[Cs+].[Cs+], predict the reaction product. The product is: [Br:17][C:15]1[CH:16]=[C:11]([NH:8][C:6]2[N:5]=[C:4]([CH3:9])[N:3]([CH3:2])[CH:7]=2)[C:12](=[O:19])[N:13]([CH3:18])[CH:14]=1.